From a dataset of Full USPTO retrosynthesis dataset with 1.9M reactions from patents (1976-2016). Predict the reactants needed to synthesize the given product. (1) Given the product [NH2:69][C@@:61]1([CH3:60])[CH2:65][CH2:64][C@@H:63]([NH:66][C:17]([C:13]2[N:8]3[CH:9]=[C:10]([CH3:12])[CH:11]=[C:6]([O:5][CH2:4][C:3]4[C:20]([F:24])=[CH:21][CH:22]=[CH:23][C:2]=4[F:1])[C:7]3=[N:15][C:14]=2[CH3:16])=[O:18])[C:62]1([CH3:68])[CH3:67], predict the reactants needed to synthesize it. The reactants are: [F:1][C:2]1[CH:23]=[CH:22][CH:21]=[C:20]([F:24])[C:3]=1[CH2:4][O:5][C:6]1[C:7]2[N:8]([C:13]([C:17](O)=[O:18])=[C:14]([CH3:16])[N:15]=2)[CH:9]=[C:10]([CH3:12])[CH:11]=1.CN(C(ON1N=NC2C=CC=NC1=2)=[N+](C)C)C.F[P-](F)(F)(F)(F)F.C(N(CC)C(C)C)(C)C.Cl.Cl.[CH3:60][C@:61]1([NH2:69])[CH2:65][CH2:64][C@@H:63]([NH2:66])[C:62]1([CH3:68])[CH3:67].C(O)(C(F)(F)F)=O. (2) Given the product [CH3:1][CH:2]([CH3:13])[CH2:3][CH2:4][Sn:5]([CH2:8][CH2:9][CH:10]([CH3:12])[CH3:11])([O:15][CH2:16][CH3:20])[O:21][CH2:22][CH3:23], predict the reactants needed to synthesize it. The reactants are: [CH3:1][CH:2]([CH3:13])[CH2:3][CH2:4][Sn:5]([CH2:8][CH2:9][CH:10]([CH3:12])[CH3:11])(Cl)Cl.C[O:15][CH:16]1[CH2:20]CCC1.[O-:21][CH2:22][CH3:23].[Na+]. (3) Given the product [CH2:21]([O:20][C:18](=[O:19])[C:17]([C:23]([O:25][CH2:26][CH3:27])=[O:24])=[CH:16][NH:12][C:4]1[CH:5]=[N+:6]([O-:9])[CH:7]=[CH:8][CH:3]=1)[CH3:22], predict the reactants needed to synthesize it. The reactants are: C([C:3]1[CH:8]=[CH:7][N+:6]([O-:9])=[C:5](CC)[C:4]=1[NH2:12])C.C(O[CH:16]=[C:17]([C:23]([O:25][CH2:26][CH3:27])=[O:24])[C:18]([O:20][CH2:21][CH3:22])=[O:19])C. (4) Given the product [Br:1][C:2]1[CH:3]=[C:4]([CH2:5][OH:6])[CH:8]=[C:9]([I:11])[CH:10]=1, predict the reactants needed to synthesize it. The reactants are: [Br:1][C:2]1[CH:3]=[C:4]([CH:8]=[C:9]([I:11])[CH:10]=1)[C:5](O)=[O:6]. (5) The reactants are: NC1(C2C=CC(C3C(C4C=CC=CC=4)=CC4C(=O)CCCC=4N=3)=CC=2)CCC1.C(OC(=O)[NH:35][C:36]1([C:40]2[CH:45]=[CH:44][C:43]([C:46]3[C:55]([C:56]4[CH:61]=[CH:60][CH:59]=[CH:58][CH:57]=4)=[CH:54][C:53]4[CH2:52][N:51]([CH2:62][CH3:63])[CH2:50][CH2:49][C:48]=4[N:47]=3)=[CH:42][CH:41]=2)[CH2:39][CH2:38][CH2:37]1)(C)(C)C. Given the product [CH2:62]([N:51]1[CH2:50][CH2:49][C:48]2[N:47]=[C:46]([C:43]3[CH:44]=[CH:45][C:40]([C:36]4([NH2:35])[CH2:37][CH2:38][CH2:39]4)=[CH:41][CH:42]=3)[C:55]([C:56]3[CH:57]=[CH:58][CH:59]=[CH:60][CH:61]=3)=[CH:54][C:53]=2[CH2:52]1)[CH3:63], predict the reactants needed to synthesize it.